From a dataset of Catalyst prediction with 721,799 reactions and 888 catalyst types from USPTO. Predict which catalyst facilitates the given reaction. (1) The catalyst class is: 1. Reactant: [F:1][C:2]([F:41])([F:40])[C:3]1[CH:4]=[C:5]([C@H:13]([O:15][C@H:16]2[CH2:20][N:19]([C:21]([O:23][C:24]([CH3:27])([CH3:26])[CH3:25])=[O:22])[C@@H:18]([CH2:28][C:29]([O:31][CH3:32])=[O:30])[C@@H:17]2[C:33]2[CH:38]=[CH:37][C:36]([F:39])=[CH:35][CH:34]=2)[CH3:14])[CH:6]=[C:7]([C:9]([F:12])([F:11])[F:10])[CH:8]=1.[Li+].[CH3:43][Si]([N-][Si](C)(C)C)(C)C.CI. Product: [F:12][C:9]([F:10])([F:11])[C:7]1[CH:6]=[C:5]([C@H:13]([O:15][C@H:16]2[CH2:20][N:19]([C:21]([O:23][C:24]([CH3:25])([CH3:26])[CH3:27])=[O:22])[C@@H:18]([CH:28]([CH3:43])[C:29]([O:31][CH3:32])=[O:30])[C@@H:17]2[C:33]2[CH:38]=[CH:37][C:36]([F:39])=[CH:35][CH:34]=2)[CH3:14])[CH:4]=[C:3]([C:2]([F:1])([F:40])[F:41])[CH:8]=1. (2) Reactant: [CH3:1][C:2]1[N:3]=[C:4]([NH:11][C:12]([N:14]2[CH2:19][CH2:18][N:17]([C:20]3[CH:25]=[CH:24][CH:23]=[CH:22][C:21]=3[O:26][CH3:27])[CH2:16][CH2:15]2)=[O:13])[C:5]([O:9][CH3:10])=[N:6][C:7]=1[CH3:8].[H-].[Na+].[CH3:30]I. Product: [CH3:1][C:2]1[N:3]=[C:4]([N:11]([CH3:30])[C:12]([N:14]2[CH2:19][CH2:18][N:17]([C:20]3[CH:25]=[CH:24][CH:23]=[CH:22][C:21]=3[O:26][CH3:27])[CH2:16][CH2:15]2)=[O:13])[C:5]([O:9][CH3:10])=[N:6][C:7]=1[CH3:8]. The catalyst class is: 9. (3) Reactant: [N:1]1[CH:6]=[CH:5][C:4]([CH2:7]C#N)=[CH:3][CH:2]=1.C(OC([N:19]([CH3:21])[CH3:20])N(C)C)(C)(C)C.C[NH:23][CH3:24].[C:25](O)(C)(C)C. Product: [CH3:21][N:19]([CH:7]=[C:4]1[CH:3]=[CH:2][N:1]=[C:6]([CH2:25][C:24]#[N:23])[CH2:5]1)[CH3:20]. The catalyst class is: 124.